This data is from NCI-60 drug combinations with 297,098 pairs across 59 cell lines. The task is: Regression. Given two drug SMILES strings and cell line genomic features, predict the synergy score measuring deviation from expected non-interaction effect. (1) Drug 1: CCC1(CC2CC(C3=C(CCN(C2)C1)C4=CC=CC=C4N3)(C5=C(C=C6C(=C5)C78CCN9C7C(C=CC9)(C(C(C8N6C)(C(=O)OC)O)OC(=O)C)CC)OC)C(=O)OC)O.OS(=O)(=O)O. Drug 2: C1=NC(=NC(=O)N1C2C(C(C(O2)CO)O)O)N. Cell line: RPMI-8226. Synergy scores: CSS=58.4, Synergy_ZIP=0.594, Synergy_Bliss=0.549, Synergy_Loewe=-0.979, Synergy_HSA=-0.329. (2) Drug 1: CCCS(=O)(=O)NC1=C(C(=C(C=C1)F)C(=O)C2=CNC3=C2C=C(C=N3)C4=CC=C(C=C4)Cl)F. Drug 2: C1CNP(=O)(OC1)N(CCCl)CCCl. Cell line: HCT116. Synergy scores: CSS=-6.30, Synergy_ZIP=-0.125, Synergy_Bliss=-6.55, Synergy_Loewe=-8.33, Synergy_HSA=-8.47.